The task is: Predict which catalyst facilitates the given reaction.. This data is from Catalyst prediction with 721,799 reactions and 888 catalyst types from USPTO. Reactant: [NH2:1][C:2]1[CH:22]=[CH:21][C:5]([O:6][C:7]2[CH:8]=[CH:9][C:10]([F:20])=[C:11]([CH:19]=2)[C:12]([NH:14][C:15]([CH3:18])([CH3:17])[CH3:16])=[O:13])=[C:4]([Cl:23])[CH:3]=1.C([O:32][CH2:33][CH2:34][N:35]1[C:43]2[C:42](Cl)=[N:41][CH:40]=[N:39][C:38]=2[CH:37]=[CH:36]1)(=O)C1C=CC=CC=1.C(O)(C)C.[OH-].[Na+]. Product: [C:15]([NH:14][C:12](=[O:13])[C:11]1[CH:19]=[C:7]([O:6][C:5]2[CH:21]=[CH:22][C:2]([NH:1][C:42]3[C:43]4[N:35]([CH2:34][CH2:33][OH:32])[CH:36]=[CH:37][C:38]=4[N:39]=[CH:40][N:41]=3)=[CH:3][C:4]=2[Cl:23])[CH:8]=[CH:9][C:10]=1[F:20])([CH3:18])([CH3:16])[CH3:17]. The catalyst class is: 5.